Task: Regression. Given a peptide amino acid sequence and an MHC pseudo amino acid sequence, predict their binding affinity value. This is MHC class II binding data.. Dataset: Peptide-MHC class II binding affinity with 134,281 pairs from IEDB The peptide sequence is YDKFLANVSTELTGK. The MHC is DRB1_1302 with pseudo-sequence DRB1_1302. The binding affinity (normalized) is 0.785.